From a dataset of hERG Central: cardiac toxicity at 1µM, 10µM, and general inhibition. Predict hERG channel inhibition at various concentrations. (1) The molecule is O=C(COc1ccccc1)N1CCN(C(=O)c2ccc([N+](=O)[O-])cc2)CC1. Results: hERG_inhib (hERG inhibition (general)): blocker. (2) The drug is COc1ccc(-n2c(Cc3cccn3C)nnc2SCC(=O)Nc2cc(C)cc(C)c2)cc1. Results: hERG_inhib (hERG inhibition (general)): blocker. (3) The drug is O=C(CSc1nc2ccccc2c(=O)n1CC1CCCO1)N1CCN(c2ccccc2)CC1. Results: hERG_inhib (hERG inhibition (general)): blocker. (4) The molecule is COc1ccc(N2CCN(C(=O)c3ccc(F)cc3)CC2)c([N+](=O)[O-])c1. Results: hERG_inhib (hERG inhibition (general)): blocker. (5) The drug is C=CCn1c(SCC(=O)Nc2c(C)n(C)n(-c3ccccc3)c2=O)nc2sc(C)c(-c3ccccc3)c2c1=O. Results: hERG_inhib (hERG inhibition (general)): blocker. (6) The drug is Cc1cc(C)n2nc(SCC(=O)c3cc(C)n(-c4cc(C)on4)c3C)nc2n1. Results: hERG_inhib (hERG inhibition (general)): blocker. (7) Results: hERG_inhib (hERG inhibition (general)): blocker. The molecule is CCCCCCCNC(=O)C1(CC2CC(c3ccc(Cl)cc3)=NO2)CCN(C(=O)C2CCCC2)CC1.